From a dataset of Reaction yield outcomes from USPTO patents with 853,638 reactions. Predict the reaction yield, written as a fraction of the theoretical maximum amount of product (1.0 means a 100% yield; for example, 0.34 means a 34% yield). (1) The reactants are BrC1[CH:7]=[CH:6][C:5]([C:8]2[CH:13]=[CH:12][CH:11]=[CH:10][CH:9]=2)=C(C)C=1.[CH2:15]([OH:18])[CH:16]=[CH2:17].[C:19](=[O:22])(O)[O-:20].[Na+:23].[C:24]1([CH3:45])[CH:29]=CC=C[C:25]=1P([C:25]1C=CC=[CH:29][C:24]=1[CH3:45])[C:25]1C=CC=[CH:29][C:24]=1[CH3:45].C(OCC)(=[O:48])C. The catalyst is [Cl-].C([N+](CCCC)(CCCC)CCCC)CCC.C(#N)C.C([O-])(=O)C.[Pd+2].C([O-])(=O)C. The product is [Na+:23].[C:24]([O:18][C:15](=[O:48])[CH2:16][C@@H:17]([CH2:7][CH2:6][CH2:5][CH:8]1[CH2:9][CH2:10][CH2:11][CH2:12][CH2:13]1)[C:19]([O-:20])=[O:22])([CH3:45])([CH3:29])[CH3:25]. The yield is 0.420. (2) The reactants are [Cl:1][C:2]1[CH:3]=[C:4](B2OC(C)(C)C(C)(C)O2)[CH:5]=[C:6]([Cl:11])[C:7]=1[CH:8]([F:10])[F:9].Br[C:22]([C:24]([F:27])([F:26])[F:25])=[CH2:23].C([O-])([O-])=O.[Cs+].[Cs+]. The catalyst is C1COCC1.Cl[Pd](Cl)([P](C1C=CC=CC=1)(C1C=CC=CC=1)C1C=CC=CC=1)[P](C1C=CC=CC=1)(C1C=CC=CC=1)C1C=CC=CC=1. The product is [Cl:11][C:6]1[CH:5]=[C:4]([C:22]([C:24]([F:27])([F:26])[F:25])=[CH2:23])[CH:3]=[C:2]([Cl:1])[C:7]=1[CH:8]([F:9])[F:10]. The yield is 0.620. (3) The reactants are [CH3:1][C:2]1[C:6]([CH2:7][C:8]([O:10][C:11]([CH3:14])([CH3:13])[CH3:12])=[O:9])=[CH:5][O:4][N:3]=1.C[Si]([N-][Si](C)(C)C)(C)C.[K+].[F:25][C:26]([F:49])([F:48])[CH2:27][CH2:28][C@@H:29](OS(C(F)(F)F)(=O)=O)[C:30]([O:32][CH2:33][C:34]1[CH:39]=[CH:38][CH:37]=[CH:36][CH:35]=1)=[O:31]. The catalyst is C1COCC1.C1(C)C=CC=CC=1. The product is [CH3:1][C:2]1[C:6]([C@H:7]([C:8]([O:10][C:11]([CH3:14])([CH3:13])[CH3:12])=[O:9])[C@@H:29]([CH2:28][CH2:27][C:26]([F:25])([F:48])[F:49])[C:30]([O:32][CH2:33][C:34]2[CH:39]=[CH:38][CH:37]=[CH:36][CH:35]=2)=[O:31])=[CH:5][O:4][N:3]=1. The yield is 0.610. (4) The reactants are [OH:1][C:2]([CH3:27])([CH3:26])[C@H:3]([NH:5][C:6]([C:8]1[C:16]2[C:11](=[N:12][CH:13]=[C:14](Br)[N:15]=2)[N:10]([CH2:18][O:19][CH2:20][CH2:21][Si:22]([CH3:25])([CH3:24])[CH3:23])[CH:9]=1)=[O:7])[CH3:4].[CH2:28]([N:30]1[CH:34]=[C:33](B2OC(C)(C)C(C)(C)O2)[CH:32]=[N:31]1)[CH3:29].C([O-])([O-])=O.[K+].[K+]. The catalyst is COCCOC.C1C=CC([P]([Pd]([P](C2C=CC=CC=2)(C2C=CC=CC=2)C2C=CC=CC=2)([P](C2C=CC=CC=2)(C2C=CC=CC=2)C2C=CC=CC=2)[P](C2C=CC=CC=2)(C2C=CC=CC=2)C2C=CC=CC=2)(C2C=CC=CC=2)C2C=CC=CC=2)=CC=1. The product is [OH:1][C:2]([CH3:27])([CH3:26])[C@H:3]([NH:5][C:6]([C:8]1[C:16]2[C:11](=[N:12][CH:13]=[C:14]([C:33]3[CH:32]=[N:31][N:30]([CH2:28][CH3:29])[CH:34]=3)[N:15]=2)[N:10]([CH2:18][O:19][CH2:20][CH2:21][Si:22]([CH3:25])([CH3:24])[CH3:23])[CH:9]=1)=[O:7])[CH3:4]. The yield is 0.900. (5) The yield is 0.990. The product is [CH:1]1([C:4]2[CH:9]=[CH:8][C:7]([NH2:10])=[C:6]([F:13])[CH:5]=2)[CH2:3][CH2:2]1. The catalyst is O.[Fe]. The reactants are [CH:1]1([C:4]2[CH:9]=[CH:8][C:7]([N+:10]([O-])=O)=[C:6]([F:13])[CH:5]=2)[CH2:3][CH2:2]1.[Cl-].[NH4+].CCO.C1COCC1. (6) The reactants are Br[C:2]1[CH:3]=[C:4]2[C:9](=[CH:10][CH:11]=1)[N:8]=[CH:7][C:6]([C:12](=[O:16])[CH2:13][CH2:14][CH3:15])=[C:5]2[NH:17][C@H:18]1[CH2:23][CH2:22][C@H:21]([CH2:24][N:25]([CH3:27])[CH3:26])[CH2:20][CH2:19]1.[Cl:28][C:29]1[CH:34]=[C:33](B2OC(C)(C)C(C)(C)O2)[CH:32]=[C:31]([Cl:44])[C:30]=1[OH:45]. No catalyst specified. The product is [Cl:28][C:29]1[CH:34]=[C:33]([C:2]2[CH:3]=[C:4]3[C:9](=[CH:10][CH:11]=2)[N:8]=[CH:7][C:6]([C:12](=[O:16])[CH2:13][CH2:14][CH3:15])=[C:5]3[NH:17][C@H:18]2[CH2:19][CH2:20][C@H:21]([CH2:24][N:25]([CH3:27])[CH3:26])[CH2:22][CH2:23]2)[CH:32]=[C:31]([Cl:44])[C:30]=1[OH:45]. The yield is 0.350. (7) The reactants are [S:1]1[C:5]2[CH:6]=[CH:7][CH:8]=[CH:9][C:4]=2[CH:3]=[C:2]1[C:10]([NH:12][C@@H:13]([C:15]1[S:19][C:18]([C:20]([O:22]C(C)(C)C)=O)=[CH:17][CH:16]=1)[CH3:14])=[O:11].FC(F)(F)C(O)=O.CN(C([O:41][N:42]1N=NC2C=CC=NC1=2)=[N+](C)C)C.F[P-](F)(F)(F)(F)F.C(N(CC)CC)C.[Si](ON)(C(C)(C)C)(C)C.Cl. The catalyst is CS(C)=O.C(Cl)Cl. The product is [OH:41][NH:42][C:20]([C:18]1[S:19][C:15]([C@H:13]([NH:12][C:10]([C:2]2[S:1][C:5]3[CH:6]=[CH:7][CH:8]=[CH:9][C:4]=3[CH:3]=2)=[O:11])[CH3:14])=[CH:16][CH:17]=1)=[O:22]. The yield is 0.101. (8) The reactants are [N:1]1[CH:6]=[CH:5][CH:4]=[CH:3][C:2]=1[CH2:7][C:8]([N:10]1[CH2:14][CH2:13][C:12]2([CH2:19][CH2:18][NH:17][CH2:16][CH2:15]2)[CH2:11]1)=[O:9].[CH2:20]([O:24][C:25]1[CH:32]=[CH:31][CH:30]=[CH:29][C:26]=1[CH:27]=O)[CH:21]([CH3:23])[CH3:22].C(O[BH-](OC(=O)C)OC(=O)C)(=O)C.[Na+].CO. The catalyst is ClC(Cl)C.ClCCl. The product is [CH2:20]([O:24][C:25]1[CH:32]=[CH:31][CH:30]=[CH:29][C:26]=1[CH2:27][N:17]1[CH2:18][CH2:19][C:12]2([CH2:11][N:10]([C:8](=[O:9])[CH2:7][C:2]3[CH:3]=[CH:4][CH:5]=[CH:6][N:1]=3)[CH2:14][CH2:13]2)[CH2:15][CH2:16]1)[CH:21]([CH3:23])[CH3:22]. The yield is 0.180. (9) The reactants are [F:1][C:2]([F:33])([F:32])[C:3]1[CH:4]=[C:5]([C@H:13]([O:15][C@@H:16]2[C@@H:23]([C:24]3[CH:29]=[CH:28][C:27]([F:30])=[CH:26][CH:25]=3)[C@H:22]3[N:18]([C:19](=[O:31])[CH2:20][CH2:21]3)[CH2:17]2)[CH3:14])[CH:6]=[C:7]([C:9]([F:12])([F:11])[F:10])[CH:8]=1.[Li+].CC([N-]C(C)C)C.[N:42]1[CH:47]=[CH:46][CH:45]=[CH:44][C:43]=1[CH2:48]Cl. The catalyst is C1COCC1.C1COCC1.C1CCCCC1.C(C1C=CC=CC=1)C. The product is [F:33][C:2]([F:1])([F:32])[C:3]1[CH:4]=[C:5]([C@H:13]([O:15][C@@H:16]2[C@@H:23]([C:24]3[CH:25]=[CH:26][C:27]([F:30])=[CH:28][CH:29]=3)[C@H:22]3[N:18]([C:19](=[O:31])[CH:20]([CH2:48][C:43]4[CH:44]=[CH:45][CH:46]=[CH:47][N:42]=4)[CH2:21]3)[CH2:17]2)[CH3:14])[CH:6]=[C:7]([C:9]([F:11])([F:12])[F:10])[CH:8]=1. The yield is 0.150.